This data is from Full USPTO retrosynthesis dataset with 1.9M reactions from patents (1976-2016). The task is: Predict the reactants needed to synthesize the given product. (1) The reactants are: [Al:1](OCCCC)(OCCCC)OCCCC.[CH2:17]([O:19][C:20](=[O:25])[CH2:21][C:22]([CH3:24])=[O:23])[CH3:18]. Given the product [CH2:17]([O:19][C:20](=[O:25])[CH2:21][C:22]([CH3:24])=[O:23])[CH3:18].[Al:1], predict the reactants needed to synthesize it. (2) The reactants are: [NH2:1][C:2]1[CH:7]=[CH:6][C:5]([NH2:8])=[CH:4][N:3]=1.[C:9](O[C:9]([O:11][C:12]([CH3:15])([CH3:14])[CH3:13])=[O:10])([O:11][C:12]([CH3:15])([CH3:14])[CH3:13])=[O:10].CN(C)CCN. Given the product [NH2:1][C:2]1[N:3]=[CH:4][C:5]([NH:8][C:9](=[O:10])[O:11][C:12]([CH3:15])([CH3:14])[CH3:13])=[CH:6][CH:7]=1, predict the reactants needed to synthesize it. (3) The reactants are: [CH3:1][O:2][C:3]1[CH:8]=[CH:7][C:6]([C:9]2[N:10]=[C:11]([CH:21]3[CH2:30][CH2:29][C:24]4([O:28][CH2:27][CH2:26][O:25]4)[CH2:23][CH2:22]3)[S:12][C:13]=2[C:14]2[CH:19]=[CH:18][C:17]([CH3:20])=[CH:16][CH:15]=2)=[CH:5][CH:4]=1.C1(C2[O:39]N2S(C2C=CC=CC=2)(=O)=O)C=CC=CC=1.O. Given the product [CH3:1][O:2][C:3]1[CH:8]=[CH:7][C:6]([C:9]2[N:10]=[C:11]([C:21]3([OH:39])[CH2:30][CH2:29][C:24]4([O:28][CH2:27][CH2:26][O:25]4)[CH2:23][CH2:22]3)[S:12][C:13]=2[C:14]2[CH:19]=[CH:18][C:17]([CH3:20])=[CH:16][CH:15]=2)=[CH:5][CH:4]=1, predict the reactants needed to synthesize it. (4) Given the product [O:17]([C:14]1[CH:13]=[CH:12][C:11]([C:10]2[C:3]3[C:4](=[N:5][CH:6]=[N:7][C:2]=3[NH2:1])[N:8]([C:24]3[CH:29]=[CH:28][N:27]=[CH:26][CH:25]=3)[N:9]=2)=[CH:16][CH:15]=1)[C:18]1[CH:23]=[CH:22][CH:21]=[CH:20][CH:19]=1, predict the reactants needed to synthesize it. The reactants are: [NH2:1][C:2]1[N:7]=[CH:6][N:5]=[C:4]2[N:8]([C:24]3[CH:29]=[CH:28][N+:27]([O-])=[CH:26][CH:25]=3)[N:9]=[C:10]([C:11]3[CH:16]=[CH:15][C:14]([O:17][C:18]4[CH:23]=[CH:22][CH:21]=[CH:20][CH:19]=4)=[CH:13][CH:12]=3)[C:3]=12.O.[PH2]([O-])=O.[Na+].